This data is from Full USPTO retrosynthesis dataset with 1.9M reactions from patents (1976-2016). The task is: Predict the reactants needed to synthesize the given product. (1) Given the product [C:1]1([C@@H:7]([NH:9][C:10]2[N:15]=[C:14]([N:16]3[C:20]4[CH:21]=[CH:22][C:23]([NH:25][C:26](=[O:31])[C:27]([CH3:30])([CH3:29])[CH3:28])=[CH:24][C:19]=4[N:18]=[CH:17]3)[CH:13]=[N:12][CH:11]=2)[CH3:8])[CH:6]=[CH:5][CH:4]=[CH:3][CH:2]=1, predict the reactants needed to synthesize it. The reactants are: [C:1]1([C@@H:7]([NH:9][C:10]2[N:15]=[C:14]([N:16]3[C:20]4[CH:21]=[CH:22][C:23]([NH2:25])=[CH:24][C:19]=4[N:18]=[CH:17]3)[CH:13]=[N:12][CH:11]=2)[CH3:8])[CH:6]=[CH:5][CH:4]=[CH:3][CH:2]=1.[C:26](O)(=[O:31])[C:27]([CH3:30])([CH3:29])[CH3:28]. (2) Given the product [C:1]([O:9][CH:10]1[C:18]2[C:13](=[CH:14][CH:15]=[C:16]([Cl:23])[CH:17]=2)[N:12]([CH2:20][CH3:21])[C:11]1=[O:22])(=[O:8])[C:2]1[CH:7]=[CH:6][CH:5]=[CH:4][CH:3]=1, predict the reactants needed to synthesize it. The reactants are: [C:1]([O:9][CH:10]1[C:18]2[C:13](=[CH:14][CH:15]=[C:16](C)[CH:17]=2)[N:12]([CH2:20][CH3:21])[C:11]1=[O:22])(=[O:8])[C:2]1[CH:7]=[CH:6][CH:5]=[CH:4][CH:3]=1.[Cl:23]C1C=C2C(=CC=1)N(CC)C(=O)C2=O. (3) Given the product [C:1]([O:5][C:6]([C:8]1([CH2:11][CH:12]=[O:27])[CH2:10][CH2:9]1)=[O:7])([CH3:4])([CH3:3])[CH3:2], predict the reactants needed to synthesize it. The reactants are: [C:1]([O:5][C:6]([C:8]1([CH2:11][CH:12]=C)[CH2:10][CH2:9]1)=[O:7])([CH3:4])([CH3:3])[CH3:2].CSC.C(N(CC)CC)C.[Cl-].[NH4+].C[OH:27]. (4) Given the product [C:31]([O:35][C:36](=[O:42])[NH:37][CH2:38][CH2:39][CH2:40][O:22][C:18]1[CH:19]=[CH:20][CH:21]=[C:16]([C:15]([C:12]2[CH:11]=[CH:10][C:9]([C:6]3[O:7][CH2:8][C:4]([CH3:30])([CH3:3])[N:5]=3)=[CH:14][CH:13]=2)([OH:29])[C:23]2[CH:24]=[CH:25][CH:26]=[CH:27][CH:28]=2)[CH:17]=1)([CH3:34])([CH3:33])[CH3:32], predict the reactants needed to synthesize it. The reactants are: [OH-].[K+].[CH3:3][C:4]1([CH3:30])[CH2:8][O:7][C:6]([C:9]2[CH:14]=[CH:13][C:12]([C:15]([OH:29])([C:23]3[CH:28]=[CH:27][CH:26]=[CH:25][CH:24]=3)[C:16]3[CH:17]=[C:18]([OH:22])[CH:19]=[CH:20][CH:21]=3)=[CH:11][CH:10]=2)=[N:5]1.[C:31]([O:35][C:36](=[O:42])[NH:37][CH2:38][CH2:39][CH2:40]Br)([CH3:34])([CH3:33])[CH3:32].